Dataset: Full USPTO retrosynthesis dataset with 1.9M reactions from patents (1976-2016). Task: Predict the reactants needed to synthesize the given product. Given the product [Cl:38][C:23]1[C:24]([NH:26][C:27]2[CH:32]=[CH:31][CH:30]=[CH:29][C:28]=2[N:33]2[CH:37]=[CH:36][CH:35]=[N:34]2)=[N:25][C:20]([NH:17][C:12]2[C:13]([O:15][CH3:16])=[CH:14][C:7]3[CH2:6][CH2:5][N:4]([CH2:3][CH:2]([F:1])[F:18])[CH2:10][CH2:9][C:8]=3[CH:11]=2)=[N:21][CH:22]=1, predict the reactants needed to synthesize it. The reactants are: [F:1][CH:2]([F:18])[CH2:3][N:4]1[CH2:10][CH2:9][C:8]2[CH:11]=[C:12]([NH2:17])[C:13]([O:15][CH3:16])=[CH:14][C:7]=2[CH2:6][CH2:5]1.Cl[C:20]1[N:25]=[C:24]([NH:26][C:27]2[CH:32]=[CH:31][CH:30]=[CH:29][C:28]=2[N:33]2[CH:37]=[CH:36][CH:35]=[N:34]2)[C:23]([Cl:38])=[CH:22][N:21]=1.